From a dataset of Full USPTO retrosynthesis dataset with 1.9M reactions from patents (1976-2016). Predict the reactants needed to synthesize the given product. Given the product [CH:6](/[C:7]1[CH:16]=[CH:15][C:14]2[C:9](=[CH:10][CH:11]=[CH:12][CH:13]=2)[N:8]=1)=[CH:5]/[C:4]#[CH:3], predict the reactants needed to synthesize it. The reactants are: C[Si](C)(C)[C:3]#[C:4]/[CH:5]=[CH:6]\[C:7]1[CH:16]=[CH:15][C:14]2[C:9](=[CH:10][CH:11]=[CH:12][CH:13]=2)[N:8]=1.C(=O)([O-])[O-].[K+].[K+].